This data is from NCI-60 drug combinations with 297,098 pairs across 59 cell lines. The task is: Regression. Given two drug SMILES strings and cell line genomic features, predict the synergy score measuring deviation from expected non-interaction effect. (1) Drug 2: C1C(C(OC1N2C=NC3=C(N=C(N=C32)Cl)N)CO)O. Drug 1: CC1=C(C=C(C=C1)NC2=NC=CC(=N2)N(C)C3=CC4=NN(C(=C4C=C3)C)C)S(=O)(=O)N.Cl. Synergy scores: CSS=2.46, Synergy_ZIP=-0.579, Synergy_Bliss=0.251, Synergy_Loewe=-0.819, Synergy_HSA=-0.739. Cell line: SNB-75. (2) Drug 1: COC1=C(C=C2C(=C1)N=CN=C2NC3=CC(=C(C=C3)F)Cl)OCCCN4CCOCC4. Synergy scores: CSS=53.4, Synergy_ZIP=1.54, Synergy_Bliss=2.90, Synergy_Loewe=-12.9, Synergy_HSA=4.42. Drug 2: CC1C(C(CC(O1)OC2CC(CC3=C2C(=C4C(=C3O)C(=O)C5=C(C4=O)C(=CC=C5)OC)O)(C(=O)CO)O)N)O.Cl. Cell line: SF-539. (3) Drug 1: C1=CC=C(C(=C1)C(C2=CC=C(C=C2)Cl)C(Cl)Cl)Cl. Drug 2: CC(C)NC(=O)C1=CC=C(C=C1)CNNC.Cl. Cell line: SW-620. Synergy scores: CSS=2.31, Synergy_ZIP=-0.0816, Synergy_Bliss=1.18, Synergy_Loewe=0.798, Synergy_HSA=0.337. (4) Drug 1: CC1OCC2C(O1)C(C(C(O2)OC3C4COC(=O)C4C(C5=CC6=C(C=C35)OCO6)C7=CC(=C(C(=C7)OC)O)OC)O)O. Drug 2: C(CC(=O)O)C(=O)CN.Cl. Cell line: SF-295. Synergy scores: CSS=32.0, Synergy_ZIP=-8.40, Synergy_Bliss=-12.3, Synergy_Loewe=-12.6, Synergy_HSA=-9.64. (5) Drug 2: C1CN(CCN1C(=O)CCBr)C(=O)CCBr. Synergy scores: CSS=6.03, Synergy_ZIP=-2.93, Synergy_Bliss=1.85, Synergy_Loewe=-3.37, Synergy_HSA=1.31. Cell line: PC-3. Drug 1: CS(=O)(=O)C1=CC(=C(C=C1)C(=O)NC2=CC(=C(C=C2)Cl)C3=CC=CC=N3)Cl. (6) Drug 1: CC12CCC(CC1=CCC3C2CCC4(C3CC=C4C5=CN=CC=C5)C)O. Cell line: PC-3. Drug 2: CC1CCCC2(C(O2)CC(NC(=O)CC(C(C(=O)C(C1O)C)(C)C)O)C(=CC3=CSC(=N3)C)C)C. Synergy scores: CSS=1.92, Synergy_ZIP=-1.39, Synergy_Bliss=-1.04, Synergy_Loewe=-1.36, Synergy_HSA=-1.26.